Dataset: Forward reaction prediction with 1.9M reactions from USPTO patents (1976-2016). Task: Predict the product of the given reaction. (1) Given the reactants [N+:1]([C:4]1[CH:5]=[C:6]([CH:9]=[CH:10][CH:11]=1)[CH:7]=O)([O-:3])=[O:2].[Br-].[Br:13][CH2:14][CH2:15][CH2:16][CH2:17][P+](C1C=CC=CC=1)(C1C=CC=CC=1)C1C=CC=CC=1.[OH-].[Na+], predict the reaction product. The product is: [Br:13][CH2:14][CH2:15][CH2:16][CH:17]=[CH:7][C:6]1[CH:9]=[CH:10][CH:11]=[C:4]([N+:1]([O-:3])=[O:2])[CH:5]=1. (2) Given the reactants [CH2:1]([O:3][C:4](=[O:29])[CH2:5][CH2:6][CH2:7][O:8][C:9]1[CH:14]=[CH:13][CH:12]=[C:11]([CH2:15][CH2:16][CH2:17][CH2:18][CH2:19][CH2:20]O)[C:10]=1[CH2:22][CH2:23][C:24]([O:26][CH2:27][CH3:28])=[O:25])[CH3:2].C(Br)(Br)(Br)[Br:31].C1(P(C2C=CC=CC=2)C2C=CC=CC=2)C=CC=CC=1, predict the reaction product. The product is: [CH2:1]([O:3][C:4](=[O:29])[CH2:5][CH2:6][CH2:7][O:8][C:9]1[CH:14]=[CH:13][CH:12]=[C:11]([CH2:15][CH2:16][CH2:17][CH2:18][CH2:19][CH2:20][Br:31])[C:10]=1[CH2:22][CH2:23][C:24]([O:26][CH2:27][CH3:28])=[O:25])[CH3:2]. (3) Given the reactants [Cl:1][C:2]1[CH:3]=[CH:4][C:5]([C:28]([F:31])([F:30])[F:29])=[C:6]([C:8]2[CH:13]=[CH:12][N:11]([CH:14]([CH2:20][C:21]3[CH:22]=[N:23][CH:24]=[CH:25][CH:26]=3)[C:15]([O:17]CC)=[O:16])[C:10](=[O:27])[CH:9]=2)[CH:7]=1.[OH-].[Li+], predict the reaction product. The product is: [Cl:1][C:2]1[CH:3]=[CH:4][C:5]([C:28]([F:30])([F:29])[F:31])=[C:6]([C:8]2[CH:13]=[CH:12][N:11]([CH:14]([CH2:20][C:21]3[CH:22]=[N:23][CH:24]=[CH:25][CH:26]=3)[C:15]([OH:17])=[O:16])[C:10](=[O:27])[CH:9]=2)[CH:7]=1.